Dataset: CYP3A4 inhibition data for predicting drug metabolism from PubChem BioAssay. Task: Regression/Classification. Given a drug SMILES string, predict its absorption, distribution, metabolism, or excretion properties. Task type varies by dataset: regression for continuous measurements (e.g., permeability, clearance, half-life) or binary classification for categorical outcomes (e.g., BBB penetration, CYP inhibition). Dataset: cyp3a4_veith. (1) The drug is COc1nn(C(C)C(=O)N/N=C/c2ccc(O)cc2)cc1[N+](=O)[O-]. The result is 0 (non-inhibitor). (2) The drug is OC(Cn1c2ccccc2c2ccccc21)C[n+]1ccccc1.[O-][Cl+3]([O-])([O-])[O-]. The result is 0 (non-inhibitor). (3) The molecule is CN1CCN(CCCN)CC1. The result is 0 (non-inhibitor). (4) The drug is COc1ccc(N2C(=O)CCC(C(=O)N3CCC(C(N)=O)CC3)C2c2ccc(F)cc2)cc1. The result is 1 (inhibitor).